Dataset: NCI-60 drug combinations with 297,098 pairs across 59 cell lines. Task: Regression. Given two drug SMILES strings and cell line genomic features, predict the synergy score measuring deviation from expected non-interaction effect. (1) Drug 1: CN(CC1=CN=C2C(=N1)C(=NC(=N2)N)N)C3=CC=C(C=C3)C(=O)NC(CCC(=O)O)C(=O)O. Drug 2: CC1CCC2CC(C(=CC=CC=CC(CC(C(=O)C(C(C(=CC(C(=O)CC(OC(=O)C3CCCCN3C(=O)C(=O)C1(O2)O)C(C)CC4CCC(C(C4)OC)O)C)C)O)OC)C)C)C)OC. Cell line: EKVX. Synergy scores: CSS=9.73, Synergy_ZIP=-8.19, Synergy_Bliss=-9.92, Synergy_Loewe=-9.25, Synergy_HSA=-9.19. (2) Drug 1: C1CCC(C1)C(CC#N)N2C=C(C=N2)C3=C4C=CNC4=NC=N3. Drug 2: C1=NC(=NC(=O)N1C2C(C(C(O2)CO)O)O)N. Cell line: OVCAR-5. Synergy scores: CSS=2.09, Synergy_ZIP=2.37, Synergy_Bliss=4.60, Synergy_Loewe=-3.43, Synergy_HSA=0.112. (3) Drug 1: CC1=CC=C(C=C1)C2=CC(=NN2C3=CC=C(C=C3)S(=O)(=O)N)C(F)(F)F. Drug 2: C(CN)CNCCSP(=O)(O)O. Cell line: TK-10. Synergy scores: CSS=-5.22, Synergy_ZIP=0.630, Synergy_Bliss=-2.25, Synergy_Loewe=-3.09, Synergy_HSA=-3.43. (4) Drug 1: CCN(CC)CCNC(=O)C1=C(NC(=C1C)C=C2C3=C(C=CC(=C3)F)NC2=O)C. Drug 2: C1CC(CCC1OC2=C(C(=CC=C2)Cl)F)(CC3=NC(=CC=C3)NC4=NC=CS4)C(=O)O. Cell line: NCIH23. Synergy scores: CSS=60.2, Synergy_ZIP=-3.45, Synergy_Bliss=-4.50, Synergy_Loewe=-4.00, Synergy_HSA=3.55. (5) Drug 2: CN1C=C(C=N1)C2=C3N=C(C(=C(N3N=C2)N)Br)C4CCCNC4. Synergy scores: CSS=46.5, Synergy_ZIP=3.08, Synergy_Bliss=5.71, Synergy_Loewe=5.39, Synergy_HSA=8.18. Drug 1: C1CC(C1)(C(=O)O)C(=O)O.[NH2-].[NH2-].[Pt+2]. Cell line: NCI-H460. (6) Drug 1: C1=CC(=CC=C1CC(C(=O)O)N)N(CCCl)CCCl.Cl. Drug 2: CS(=O)(=O)CCNCC1=CC=C(O1)C2=CC3=C(C=C2)N=CN=C3NC4=CC(=C(C=C4)OCC5=CC(=CC=C5)F)Cl. Cell line: 786-0. Synergy scores: CSS=10.1, Synergy_ZIP=-4.40, Synergy_Bliss=-4.98, Synergy_Loewe=-7.53, Synergy_HSA=-7.08.